This data is from Forward reaction prediction with 1.9M reactions from USPTO patents (1976-2016). The task is: Predict the product of the given reaction. Given the reactants [C:1]([O:5][C:6](=[O:28])[NH:7][CH2:8][C:9]1[CH:14]=[C:13]([O:15][C:16]2[CH:21]=[C:20]([O:22][CH3:23])[CH:19]=[C:18]([F:24])[CH:17]=2)[CH:12]=[CH:11][C:10]=1[N+:25]([O-])=O)([CH3:4])([CH3:3])[CH3:2].[Cl-].[NH4+].C(O)C, predict the reaction product. The product is: [C:1]([O:5][C:6](=[O:28])[NH:7][CH2:8][C:9]1[CH:14]=[C:13]([O:15][C:16]2[CH:21]=[C:20]([O:22][CH3:23])[CH:19]=[C:18]([F:24])[CH:17]=2)[CH:12]=[CH:11][C:10]=1[NH2:25])([CH3:4])([CH3:2])[CH3:3].